Dataset: Full USPTO retrosynthesis dataset with 1.9M reactions from patents (1976-2016). Task: Predict the reactants needed to synthesize the given product. (1) Given the product [CH3:1][O:2][C:3]1[CH:30]=[C:29]([O:31][CH3:32])[CH:28]=[CH:27][C:4]=1[CH2:5][N:6]1[C:16](=[O:17])[C:15]2[N:18]3[C:8](=[C:9]([C:19]4[CH:20]=[CH:21][C:22]([CH2:23][NH:33][CH3:34])=[CH:25][CH:26]=4)[N:10]=[C:11]3[CH:12]=[CH:13][CH:14]=2)[CH2:7]1, predict the reactants needed to synthesize it. The reactants are: [CH3:1][O:2][C:3]1[CH:30]=[C:29]([O:31][CH3:32])[CH:28]=[CH:27][C:4]=1[CH2:5][N:6]1[C:16](=[O:17])[C:15]2[N:18]3[C:8](=[C:9]([C:19]4[CH:26]=[CH:25][C:22]([CH:23]=O)=[CH:21][CH:20]=4)[N:10]=[C:11]3[CH:12]=[CH:13][CH:14]=2)[CH2:7]1.[NH:33](C)[CH3:34].Cl.[BH3-]C#N.[Na+]. (2) Given the product [Cl:1][C:2]1[CH:7]=[C:6]([Cl:8])[CH:5]=[CH:4][C:3]=1[CH:9]1[C:10]2=[N:11][C:12]3[CH:28]=[CH:27][CH:26]=[C:25]([N:29]([CH2:32][CH3:33])[CH2:30][CH3:31])[C:13]=3[N:14]2[CH2:15][CH2:16][N:17]1[C:18]([O:19][C:20]([CH3:23])([CH3:22])[CH3:21])=[O:24], predict the reactants needed to synthesize it. The reactants are: [Cl:1][C:2]1[CH:7]=[C:6]([Cl:8])[CH:5]=[CH:4][C:3]=1[CH:9](O)[C:10]1[N:14]([CH2:15][CH2:16][NH:17][C:18](=[O:24])[O:19][C:20]([CH3:23])([CH3:22])[CH3:21])[C:13]2[C:25]([N:29]([CH2:32][CH3:33])[CH2:30][CH3:31])=[CH:26][CH:27]=[CH:28][C:12]=2[N:11]=1.C1(P(C2C=CC=CC=2)C2C=CC=CC=2)C=CC=CC=1.N(C(OCC)=O)=NC(OCC)=O.C1(C)C=CC=CC=1. (3) Given the product [NH3:8].[CH3:1][O:2][C:3]([C:5]1[CH:10]=[CH:9][N:8]2[C:11]([C:27]3[CH:28]=[CH:23][CH:24]=[C:25]([C:29]4[CH:33]=[CH:32][S:31][C:30]=4[C:34]#[N:35])[CH:26]=3)=[CH:12][N:13]=[C:7]2[CH:6]=1)=[O:4], predict the reactants needed to synthesize it. The reactants are: [CH3:1][O:2][C:3]([C:5]1[CH:10]=[CH:9][N:8]2[C:11](Br)=[CH:12][N:13]=[C:7]2[CH:6]=1)=[O:4].CC1(C)C(C)(C)OB([C:23]2[CH:24]=[C:25]([C:29]3[CH:33]=[CH:32][S:31][C:30]=3[C:34]#[N:35])[CH:26]=[CH:27][CH:28]=2)O1.C(=O)([O-])[O-].[Na+].[Na+]. (4) Given the product [CH3:1][N:2]([C:20](=[O:30])[C@@H:21]([C:23]1[CH:28]=[CH:27][C:26]([F:29])=[CH:25][CH:24]=1)[CH3:22])[C@@H:3]1[CH2:11][CH2:10][C:9]2[N:5]([C:6]3[N:19]=[CH:18][CH:17]=[CH:16][C:7]=3[C:8]=2[CH2:12][C:13]([OH:15])=[O:14])[CH2:4]1, predict the reactants needed to synthesize it. The reactants are: [CH3:1][N:2]([C:20](=[O:30])[C@H:21]([C:23]1[CH:28]=[CH:27][C:26]([F:29])=[CH:25][CH:24]=1)[CH3:22])[C@@H:3]1[CH2:11][CH2:10][C:9]2[N:5]([C:6]3[N:19]=[CH:18][CH:17]=[CH:16][C:7]=3[C:8]=2[CH2:12][C:13]([OH:15])=[O:14])[CH2:4]1.FC1C=CC(C(C(C)C)C(N(C)[C@@H]2CCC3N(C4N=CC=CC=4C=3CC(O)=O)C2)=O)=CC=1.C1(C(C2C=CC=CC=2)C(N(C)[C@@H]2CCC3N(C4N=CC=CC=4C=3CC(O)=O)C2)=O)C=CC=CC=1.FC1C=CC(C(C)(C)C(N(C)[C@@H]2CCC3N(C4N=CC=CC=4C=3CC(O)=O)C2)=O)=CC=1.FC1C=CC(C2(C(N(C)[C@@H]3CCC4N(C5N=CC=CC=5C=4CC(O)=O)C3)=O)CCOCC2)=CC=1.FC1C=CC(C2(C(N(C)[C@@H]3CCC4N(C5N=CC=CC=5C=4CC(O)=O)C3)=O)CC2(C)C)=CC=1.FC1C=CC(C2(C(N(C)[C@@H]3CCC4N(C5N=CC=CC=5C=4CC(O)=O)C3)=O)CCC2)=CC=1.FC1C=CC(C2(C(N(C)[C@@H]3CCC4N(C5N=CC=CC=5C=4CC(O)=O)C3)=O)CCCC2)=CC=1. (5) Given the product [Br:44][C:12]1[NH:11][C:10]2[C:9](=[O:21])[N:8]3[C:4]([S:2]([CH3:1])=[O:3])=[N:5][N:6]=[C:7]3[N:15]([CH2:16][CH2:17][CH2:18][CH2:19][CH3:20])[C:14]=2[N:13]=1, predict the reactants needed to synthesize it. The reactants are: [CH3:1][S:2]([C:4]1[N:8]2[C:9](=[O:21])[C:10]3[NH:11][CH:12]=[N:13][C:14]=3[N:15]([CH2:16][CH2:17][CH2:18][CH2:19][CH3:20])[C:7]2=[N:6][N:5]=1)=[O:3].CS(C1N2C(=O)C3NC=NC=3N(CCCCC)C2=NN=1)(=O)=O.[Br:44]N1C(=O)CCC1=O. (6) The reactants are: [CH2:1]([O:8][C:9](=[O:18])[NH:10][C@@H:11]([C@@H:14]([F:17])[CH2:15][CH3:16])[CH2:12]O)[C:2]1[CH:7]=[CH:6][CH:5]=[CH:4][CH:3]=1.C([N:21](CC)CC)C.CS(Cl)(=O)=O.C(=O)([O-])O.[Na+]. Given the product [CH2:1]([O:8][C:9](=[O:18])[NH:10][C@@H:11]([C@@H:14]([F:17])[CH2:15][CH3:16])[CH2:12][NH2:21])[C:2]1[CH:7]=[CH:6][CH:5]=[CH:4][CH:3]=1, predict the reactants needed to synthesize it. (7) Given the product [N:1]1([C:19]([N:55]2[C:56]([C:57]([O:59][CH2:60][CH3:61])=[O:58])=[C:52]([C:47]3[CH:48]=[CH:49][CH:50]=[CH:51][C:46]=3[O:39][C:40]3[CH:41]=[CH:42][CH:43]=[CH:44][CH:45]=3)[N:53]=[N:54]2)=[O:21])[CH:10]2[CH:5]([CH2:6][CH2:7][CH2:8][CH2:9]2)[CH2:4][CH2:3][CH2:2]1, predict the reactants needed to synthesize it. The reactants are: [NH:1]1[CH:10]2[CH:5]([CH2:6][CH2:7][CH2:8][CH2:9]2)[CH2:4][CH2:3][CH2:2]1.C(N(CC)CC)C.Cl[C:19](Cl)([O:21]C(=O)OC(Cl)(Cl)Cl)Cl.CN(C1C=CC=CN=1)C.[O:39]([C:46]1[CH:51]=[CH:50][CH:49]=[CH:48][C:47]=1[C:52]1[N:53]=[N:54][NH:55][C:56]=1[C:57]([O:59][CH2:60][CH3:61])=[O:58])[C:40]1[CH:45]=[CH:44][CH:43]=[CH:42][CH:41]=1. (8) The reactants are: [NH:1]1[CH:5]=[C:4]([C:6]2[CH2:7][CH:8]([NH:12][C:13]3[CH:20]=[CH:19][C:16]([C:17]#[N:18])=[C:15]([C:21]([F:24])([F:23])[F:22])[CH:14]=3)[CH2:9][CH2:10][CH:11]=2)[N:3]=[CH:2]1.C(N(CC)CC)C.[C:32]1([C:38](Cl)([C:45]2[CH:50]=[CH:49][CH:48]=[CH:47][CH:46]=2)[C:39]2[CH:44]=[CH:43][CH:42]=[CH:41][CH:40]=2)[CH:37]=[CH:36][CH:35]=[CH:34][CH:33]=1.O. Given the product [F:24][C:21]([F:22])([F:23])[C:15]1[CH:14]=[C:13]([NH:12][CH:8]2[CH2:9][CH2:10][CH:11]=[C:6]([C:4]3[N:3]=[CH:2][N:1]([C:38]([C:32]4[CH:37]=[CH:36][CH:35]=[CH:34][CH:33]=4)([C:45]4[CH:46]=[CH:47][CH:48]=[CH:49][CH:50]=4)[C:39]4[CH:40]=[CH:41][CH:42]=[CH:43][CH:44]=4)[CH:5]=3)[CH2:7]2)[CH:20]=[CH:19][C:16]=1[C:17]#[N:18], predict the reactants needed to synthesize it.